From a dataset of Catalyst prediction with 721,799 reactions and 888 catalyst types from USPTO. Predict which catalyst facilitates the given reaction. (1) Reactant: [N:1]1[CH:6]=[CH:5][CH:4]=[N:3][C:2]=1[O:7][C:8]1[CH:9]=[C:10]([CH2:14]O)[CH:11]=[CH:12][CH:13]=1.C(N(CC)CC)C.CS(Cl)(=O)=O.[N-:28]=[N+:29]=[N-:30].[Na+]. Product: [N:28]([CH2:14][C:10]1[CH:9]=[C:8]([CH:13]=[CH:12][CH:11]=1)[O:7][C:2]1[N:3]=[CH:4][CH:5]=[CH:6][N:1]=1)=[N+:29]=[N-:30]. The catalyst class is: 46. (2) Reactant: [Cl:1][C:2]1[N:3]=[C:4]([N:13]2[CH2:18][CH2:17][O:16][CH2:15][CH2:14]2)[C:5]2[CH:10]=[C:9]([CH:11]=O)[S:8][C:6]=2[N:7]=1.[NH:19]1[CH2:24][CH2:23][CH:22]([OH:25])[CH2:21][CH2:20]1.CC(O)=O.[BH-](OC(C)=O)(OC(C)=O)OC(C)=O.[Na+]. Product: [Cl:1][C:2]1[N:3]=[C:4]([N:13]2[CH2:18][CH2:17][O:16][CH2:15][CH2:14]2)[C:5]2[CH:10]=[C:9]([CH2:11][N:19]3[CH2:24][CH2:23][CH:22]([OH:25])[CH2:21][CH2:20]3)[S:8][C:6]=2[N:7]=1. The catalyst class is: 26. (3) Reactant: [Cl:1][C:2]1[C:3]([O:12][C:13]2[CH:18]=[C:17]([O:19][CH2:20][CH:21]([OH:27])[CH2:22][O:23][CH:24]([CH3:26])[CH3:25])[CH:16]=[CH:15][C:14]=2/[CH:28]=[CH:29]/[C:30]([OH:32])=[O:31])=[N:4][CH:5]=[C:6]([C:8]([F:11])([F:10])[F:9])[CH:7]=1.[C:33](OC(=O)C)(=[O:35])[CH3:34]. Product: [C:33]([O:27][CH:21]([CH2:22][O:23][CH:24]([CH3:25])[CH3:26])[CH2:20][O:19][C:17]1[CH:16]=[CH:15][C:14](/[CH:28]=[CH:29]/[C:30]([OH:32])=[O:31])=[C:13]([O:12][C:3]2[C:2]([Cl:1])=[CH:7][C:6]([C:8]([F:10])([F:9])[F:11])=[CH:5][N:4]=2)[CH:18]=1)(=[O:35])[CH3:34]. The catalyst class is: 17. (4) Reactant: [CH3:1][O:2][C:3]1[CH:8]=[CH:7][C:6]([C:9]2[C:13]3[C:14]([O:18][C@H:19]([CH3:31])[CH2:20][CH2:21][CH2:22][CH2:23][C:24]([O:26]C(C)(C)C)=[O:25])=[CH:15][CH:16]=[CH:17][C:12]=3[O:11][C:10]=2[C:32]2[CH:37]=[CH:36][CH:35]=[CH:34][CH:33]=2)=[CH:5][CH:4]=1.O.FC(F)(F)C(O)=O. Product: [CH3:1][O:2][C:3]1[CH:4]=[CH:5][C:6]([C:9]2[C:13]3[C:14]([O:18][C@H:19]([CH3:31])[CH2:20][CH2:21][CH2:22][CH2:23][C:24]([OH:26])=[O:25])=[CH:15][CH:16]=[CH:17][C:12]=3[O:11][C:10]=2[C:32]2[CH:33]=[CH:34][CH:35]=[CH:36][CH:37]=2)=[CH:7][CH:8]=1. The catalyst class is: 4. (5) Reactant: O=C1OCCO1.[S:7]=[C:8]1[O:12][CH2:11][CH2:10][O:9]1.[CH3:13][C:14](C)([CH2:19]O)[C@@H:15]([OH:18])CO.C(Cl)(Cl)=S.C(N(CC)CC)C. The catalyst class is: 4. Product: [S:7]=[C:8]1[O:12][C@H:11]([C:14]([CH3:19])([CH3:13])[CH2:15][OH:18])[CH2:10][O:9]1. (6) Reactant: [N:1]1[CH:6]=[CH:5][N:4]=[CH:3][C:2]=1[NH2:7].Br[C:9]1[C:10](=[O:17])[N:11]([CH3:16])[CH:12]=[C:13]([Br:15])[CH:14]=1.CC1(C)C2C(=C(P(C3C=CC=CC=3)C3C=CC=CC=3)C=CC=2)OC2C(P(C3C=CC=CC=3)C3C=CC=CC=3)=CC=CC1=2.C(=O)([O-])[O-].[Cs+].[Cs+]. The catalyst class is: 102. Product: [Br:15][C:13]1[CH:14]=[C:9]([NH:7][C:2]2[CH:3]=[N:4][CH:5]=[CH:6][N:1]=2)[C:10](=[O:17])[N:11]([CH3:16])[CH:12]=1. (7) Reactant: [Br:1][C:2]1[CH:7]=[CH:6][C:5]([NH:8][C:9]2[N:14]3[CH:15]=[N:16][CH:17]=[C:13]3[CH:12]=[CH:11][C:10]=2[C:18]([OH:20])=O)=[C:4]([F:21])[CH:3]=1.[CH:22]([O:24][CH2:25][CH2:26][O:27][NH2:28])=[CH2:23].CCN=C=NCCCN(C)C.Cl.C1C=CC2N(O)N=NC=2C=1.CCN(C(C)C)C(C)C. Product: [CH:22]([O:24][CH2:25][CH2:26][O:27][NH:28][C:18]([C:10]1[CH:11]=[CH:12][C:13]2[N:14]([CH:15]=[N:16][CH:17]=2)[C:9]=1[NH:8][C:5]1[CH:6]=[CH:7][C:2]([Br:1])=[CH:3][C:4]=1[F:21])=[O:20])=[CH2:23]. The catalyst class is: 3. (8) Reactant: [CH2:1]([O:3][C:4](=[O:32])[CH:5]([C:10]1[CH:11]=[C:12]([C:22]2[CH:27]=[CH:26][C:25]([C:28]([F:31])([F:30])[F:29])=[CH:24][CH:23]=2)[CH:13]=[C:14]([CH:16]2[CH2:21][CH2:20][CH2:19][NH:18][CH2:17]2)[CH:15]=1)[CH2:6][CH:7]([CH3:9])[CH3:8])[CH3:2].[F:33][C:34]([F:45])([F:44])[O:35][C:36]1[CH:43]=[CH:42][C:39]([CH2:40]Br)=[CH:38][CH:37]=1.C(N(C(C)C)CC)(C)C. Product: [CH2:1]([O:3][C:4](=[O:32])[CH:5]([C:10]1[CH:11]=[C:12]([C:22]2[CH:23]=[CH:24][C:25]([C:28]([F:29])([F:30])[F:31])=[CH:26][CH:27]=2)[CH:13]=[C:14]([CH:16]2[CH2:21][CH2:20][CH2:19][N:18]([CH2:40][C:39]3[CH:42]=[CH:43][C:36]([O:35][C:34]([F:33])([F:44])[F:45])=[CH:37][CH:38]=3)[CH2:17]2)[CH:15]=1)[CH2:6][CH:7]([CH3:9])[CH3:8])[CH3:2]. The catalyst class is: 210. (9) Reactant: [NH:1]1[C:9]2[C:4](=[CH:5][CH:6]=[C:7]([C:10]#[N:11])[CH:8]=2)[CH:3]=[CH:2]1.[C:12]([O:16][CH2:17][CH3:18])(=[O:15])[CH:13]=[CH2:14]. Product: [C:10]([C:7]1[CH:8]=[C:9]2[C:4]([C:3]([CH2:14][CH2:13][C:12]([O:16][CH2:17][CH3:18])=[O:15])=[CH:2][NH:1]2)=[CH:5][CH:6]=1)#[N:11]. The catalyst class is: 279.